This data is from Reaction yield outcomes from USPTO patents with 853,638 reactions. The task is: Predict the reaction yield, written as a fraction of the theoretical maximum amount of product (1.0 means a 100% yield; for example, 0.34 means a 34% yield). (1) The reactants are [CH2:1]([C:3]1[CH:4]=[C:5]([NH:15][C:16]([NH:18][CH2:19][C@@H:20]2[CH2:25][CH2:24][CH2:23][N:22]([CH2:26][C:27]([C:29]3[CH:34]=[CH:33][C:32]([F:35])=[CH:31][CH:30]=3)=[O:28])[CH2:21]2)=[O:17])[CH:6]=[C:7]([C:9]2[N:13]([CH3:14])[N:12]=[N:11][N:10]=2)[CH:8]=1)[CH3:2].[BH4-].[Na+].O. The catalyst is CO. The product is [CH2:1]([C:3]1[CH:4]=[C:5]([NH:15][C:16]([NH:18][CH2:19][C@@H:20]2[CH2:25][CH2:24][CH2:23][N:22]([CH2:26][CH:27]([C:29]3[CH:30]=[CH:31][C:32]([F:35])=[CH:33][CH:34]=3)[OH:28])[CH2:21]2)=[O:17])[CH:6]=[C:7]([C:9]2[N:13]([CH3:14])[N:12]=[N:11][N:10]=2)[CH:8]=1)[CH3:2]. The yield is 0.910. (2) The reactants are Cl[CH2:2][CH2:3][CH2:4][O:5][C:6]1[CH:11]=[CH:10][C:9]([C:12]2[O:13][CH2:14][C:15]([CH3:18])([CH3:17])[N:16]=2)=[CH:8][CH:7]=1.Cl.[CH3:20][C@@H:21]1[CH2:25][CH2:24][CH2:23][NH:22]1.C(N(CC)CC)C. No catalyst specified. The product is [CH3:17][C:15]1([CH3:18])[CH2:14][O:13][C:12]([C:9]2[CH:10]=[CH:11][C:6]([O:5][CH2:4][CH2:3][CH2:2][N:22]3[CH2:23][CH2:24][CH2:25][C@H:21]3[CH3:20])=[CH:7][CH:8]=2)=[N:16]1. The yield is 0.210. (3) The reactants are [F:1][CH2:2][CH2:3][N:4]1[CH2:8][CH2:7][C@@H:6]([O:9][C:10]2[CH:15]=[CH:14][C:13]([N+:16]([O-])=O)=[CH:12][N:11]=2)[CH2:5]1. The catalyst is [Pt].CCO. The product is [F:1][CH2:2][CH2:3][N:4]1[CH2:8][CH2:7][C@@H:6]([O:9][C:10]2[N:11]=[CH:12][C:13]([NH2:16])=[CH:14][CH:15]=2)[CH2:5]1. The yield is 0.990.